This data is from Catalyst prediction with 721,799 reactions and 888 catalyst types from USPTO. The task is: Predict which catalyst facilitates the given reaction. (1) Reactant: [CH2:1]([O:3][C:4]([CH:6]1[CH2:11][CH2:10][C:9](=[O:12])[CH2:8][CH2:7]1)=[O:5])[CH3:2].[C:13]1([CH3:23])C=CC(S(O)(=O)=O)=CC=1.O.C([O-])(O)=[O:26].[Na+]. Product: [CH2:1]([O:3][C:4]([CH:6]1[CH2:11][CH2:10][C:9]2([O:26][CH2:13][CH2:23][O:12]2)[CH2:8][CH2:7]1)=[O:5])[CH3:2]. The catalyst class is: 260. (2) Reactant: [CH2:1]([O:3][CH:4]([CH2:10][C:11]1[CH:12]=[N:13][C:14]2[C:19]([CH:20]=1)=[CH:18][C:17]([O:21][CH2:22][C:23]1[CH:28]=[CH:27][C:26]([N+:29]([O-:31])=[O:30])=[CH:25][CH:24]=1)=[CH:16][CH:15]=2)[C:5]([O:7]CC)=[O:6])[CH3:2].[OH-].[Li+].C(O)(=O)C.C(=O)([O-])O.[Na+]. Product: [CH2:1]([O:3][CH:4]([CH2:10][C:11]1[CH:12]=[N:13][C:14]2[C:19]([CH:20]=1)=[CH:18][C:17]([O:21][CH2:22][C:23]1[CH:24]=[CH:25][C:26]([N+:29]([O-:31])=[O:30])=[CH:27][CH:28]=1)=[CH:16][CH:15]=2)[C:5]([OH:7])=[O:6])[CH3:2]. The catalyst class is: 8. (3) Reactant: [CH3:1][NH2:2].[C:3]1([CH2:13][CH2:14][CH:15]2[CH2:20][CH2:19][N:18]([C:21]([O:23][CH2:24][C:25](OCC)=[O:26])=[O:22])[CH2:17][CH2:16]2)[C:12]2[C:7](=[CH:8][CH:9]=[CH:10][CH:11]=2)[CH:6]=[CH:5][N:4]=1. Product: [C:3]1([CH2:13][CH2:14][CH:15]2[CH2:20][CH2:19][N:18]([C:21]([O:23][CH2:24][C:25]([NH:2][CH3:1])=[O:26])=[O:22])[CH2:17][CH2:16]2)[C:12]2[C:7](=[CH:8][CH:9]=[CH:10][CH:11]=2)[CH:6]=[CH:5][N:4]=1. The catalyst class is: 83. (4) Reactant: [CH3:1][S:2]([C:5]1[CH:10]=[CH:9][C:8]([CH2:11][CH2:12][CH2:13][N:14]2[CH2:19][CH2:18][CH2:17][C@@H:16]([CH2:20][N:21]3[CH2:26][CH2:25][N:24](C(OCC4C=CC=CC=4)=O)[CH2:23][CH2:22]3)[CH2:15]2)=[CH:7][CH:6]=1)(=[O:4])=[O:3]. Product: [CH3:1][S:2]([C:5]1[CH:6]=[CH:7][C:8]([CH2:11][CH2:12][CH2:13][N:14]2[CH2:19][CH2:18][CH2:17][C@@H:16]([CH2:20][N:21]3[CH2:26][CH2:25][NH:24][CH2:23][CH2:22]3)[CH2:15]2)=[CH:9][CH:10]=1)(=[O:3])=[O:4]. The catalyst class is: 5.